From a dataset of Catalyst prediction with 721,799 reactions and 888 catalyst types from USPTO. Predict which catalyst facilitates the given reaction. (1) Reactant: C([BH3-])#N.[Na+].[NH2:5][C:6]1[CH:11]=[CH:10][CH:9]=[CH:8][C:7]=1[C:12]([OH:17])([CH2:15][CH3:16])[CH2:13][CH3:14].C(O)(=O)C.[C:22]([O:26][C:27](=[O:35])[NH:28][C:29]([CH3:34])([CH3:33])[CH2:30][CH:31]=O)([CH3:25])([CH3:24])[CH3:23].Cl.N. Product: [C:22]([O:26][C:27](=[O:35])[NH:28][C:29]([CH3:34])([CH3:33])[CH2:30][CH2:31][NH:5][C:6]1[CH:11]=[CH:10][CH:9]=[CH:8][C:7]=1[C:12]([CH2:15][CH3:16])([OH:17])[CH2:13][CH3:14])([CH3:25])([CH3:24])[CH3:23]. The catalyst class is: 5. (2) Reactant: [NH:1]1[C:9]2[C:4](=[CH:5][C:6]([C:10]([O:12][CH3:13])=[O:11])=[CH:7][CH:8]=2)[CH:3]=[N:2]1.[H-].[Na+].Br[CH2:17][C:18]1[CH:23]=[CH:22][C:21]([C:24]2[C:25]([C:30]([O:32][C:33]([CH3:36])([CH3:35])[CH3:34])=[O:31])=[CH:26][CH:27]=[CH:28][CH:29]=2)=[CH:20][CH:19]=1. Product: [C:33]([O:32][C:30]([C:25]1[CH:26]=[CH:27][CH:28]=[CH:29][C:24]=1[C:21]1[CH:22]=[CH:23][C:18]([CH2:17][N:1]2[C:9]3[C:4](=[CH:5][C:6]([C:10]([O:12][CH3:13])=[O:11])=[CH:7][CH:8]=3)[CH:3]=[N:2]2)=[CH:19][CH:20]=1)=[O:31])([CH3:36])([CH3:35])[CH3:34]. The catalyst class is: 225. (3) Reactant: F[P-](F)(F)(F)(F)F.N1(O[P+](N(C)C)(N(C)C)N(C)C)C2C=CC=CC=2N=N1.[CH2:28]([C:30]1[CH:35]=[CH:34][C:33]([CH2:36][CH2:37][NH2:38])=[CH:32][CH:31]=1)[CH3:29].[C:39]([O:43][C:44]([N:46]1[CH2:51][CH2:50][C:49]([CH2:55][C:56]2[CH:61]=[CH:60][CH:59]=[CH:58][C:57]=2[F:62])([C:52](O)=[O:53])[CH2:48][CH2:47]1)=[O:45])([CH3:42])([CH3:41])[CH3:40].C(N(CC)CC)C. Product: [C:39]([O:43][C:44]([N:46]1[CH2:51][CH2:50][C:49]([C:52](=[O:53])[NH:38][CH2:37][CH2:36][C:33]2[CH:34]=[CH:35][C:30]([CH2:28][CH3:29])=[CH:31][CH:32]=2)([CH2:55][C:56]2[CH:61]=[CH:60][CH:59]=[CH:58][C:57]=2[F:62])[CH2:48][CH2:47]1)=[O:45])([CH3:41])([CH3:42])[CH3:40]. The catalyst class is: 305. (4) Reactant: [CH:1]1([CH:6]([NH:19][C:20]2[CH:28]=[CH:27][C:23](C(O)=O)=[CH:22][CH:21]=2)[C:7]2[CH:11]=[C:10]([C:12]3[CH:17]=[CH:16][CH:15]=[CH:14][CH:13]=3)[O:9][C:8]=2[CH3:18])[CH2:5][CH2:4][CH2:3][CH2:2]1.[CH3:29][NH:30][CH2:31][CH2:32][C:33]([O:35]CC)=[O:34].Cl.C(N=C=NCCCN(C)C)C.O.[OH:51][C:52]1C2N=NNC=2C=CC=1. Product: [CH:1]1([CH:6]([NH:19][C:20]2[CH:28]=[CH:27][C:23]([C:52]([N:30]([CH3:29])[CH2:31][CH2:32][C:33]([OH:35])=[O:34])=[O:51])=[CH:22][CH:21]=2)[C:7]2[CH:11]=[C:10]([C:12]3[CH:17]=[CH:16][CH:15]=[CH:14][CH:13]=3)[O:9][C:8]=2[CH3:18])[CH2:5][CH2:4][CH2:3][CH2:2]1. The catalyst class is: 842.